Dataset: Forward reaction prediction with 1.9M reactions from USPTO patents (1976-2016). Task: Predict the product of the given reaction. Given the reactants [Cl:1][C:2]1[CH:3]=[C:4]2[C:8](=[CH:9][CH:10]=1)[N:7]([CH3:11])[CH:6]=[C:5]2[CH:12]=[O:13].[NH2:14][C:15]1[CH:20]=[CH:19][C:18]([CH2:21][C:22]([O:24][CH3:25])=[O:23])=[CH:17][C:16]=1O.C(O)(=O)C.C(O)(=O)C.IC1C=CC=CC=1, predict the reaction product. The product is: [Cl:1][C:2]1[CH:3]=[C:4]2[C:8](=[CH:9][CH:10]=1)[N:7]([CH3:11])[CH:6]=[C:5]2[C:12]1[O:13][C:16]2[CH:17]=[C:18]([CH2:21][C:22]([O:24][CH3:25])=[O:23])[CH:19]=[CH:20][C:15]=2[N:14]=1.